From a dataset of Forward reaction prediction with 1.9M reactions from USPTO patents (1976-2016). Predict the product of the given reaction. Given the reactants C[Si]([N-][Si](C)(C)C)(C)C.[Na+].[CH3:11][C:12]1[CH:17]=[CH:16][N:15]=[C:14]([S:18][CH3:19])[N:13]=1.[C:20]([C:22]1[CH:31]=[CH:30][C:25]([C:26](OC)=[O:27])=[CH:24][CH:23]=1)#[N:21], predict the reaction product. The product is: [CH3:19][S:18][C:14]1[N:13]=[C:12]([CH2:11][C:26]([C:25]2[CH:30]=[CH:31][C:22]([C:20]#[N:21])=[CH:23][CH:24]=2)=[O:27])[CH:17]=[CH:16][N:15]=1.